Dataset: Full USPTO retrosynthesis dataset with 1.9M reactions from patents (1976-2016). Task: Predict the reactants needed to synthesize the given product. Given the product [CH3:35][C:30]1([CH3:36])[C:31]([CH3:34])([CH3:33])[O:32][B:28]([C:2]2[CH:27]=[CH:26][C:5]3[N:6]=[C:7]([C:9]4[N:13]([CH2:14][O:15][CH2:16][CH2:17][Si:18]([CH3:21])([CH3:20])[CH3:19])[C:12]5[CH:22]=[CH:23][CH:24]=[CH:25][C:11]=5[N:10]=4)[O:8][C:4]=3[CH:3]=2)[O:29]1, predict the reactants needed to synthesize it. The reactants are: Br[C:2]1[CH:27]=[CH:26][C:5]2[N:6]=[C:7]([C:9]3[N:13]([CH2:14][O:15][CH2:16][CH2:17][Si:18]([CH3:21])([CH3:20])[CH3:19])[C:12]4[CH:22]=[CH:23][CH:24]=[CH:25][C:11]=4[N:10]=3)[O:8][C:4]=2[CH:3]=1.[B:28]1([B:28]2[O:32][C:31]([CH3:34])([CH3:33])[C:30]([CH3:36])([CH3:35])[O:29]2)[O:32][C:31]([CH3:34])([CH3:33])[C:30]([CH3:36])([CH3:35])[O:29]1.C1(P(C2CCCCC2)C2C=CC=CC=2C2C(C(C)C)=CC(C(C)C)=CC=2C(C)C)CCCCC1.CC([O-])=O.[K+].